Dataset: Full USPTO retrosynthesis dataset with 1.9M reactions from patents (1976-2016). Task: Predict the reactants needed to synthesize the given product. (1) The reactants are: [C:1](Cl)(=[O:8])[C:2]1[CH:7]=[CH:6][CH:5]=[CH:4][CH:3]=1.[Cl:10][C:11]1[C:16]([NH2:17])=[CH:15][CH:14]=[C:13]([Cl:18])[N:12]=1. Given the product [Cl:10][C:11]1[C:16]([NH:17][C:1](=[O:8])[C:2]2[CH:7]=[CH:6][CH:5]=[CH:4][CH:3]=2)=[CH:15][CH:14]=[C:13]([Cl:18])[N:12]=1, predict the reactants needed to synthesize it. (2) The reactants are: [CH3:1][N:2]1[CH2:7][CH2:6][N:5]([C:8]2[CH:9]=[CH:10][C:11]([N+:15]([O-])=O)=[C:12]([NH2:14])[CH:13]=2)[CH2:4][CH2:3]1. Given the product [CH3:1][N:2]1[CH2:3][CH2:4][N:5]([C:8]2[CH:13]=[C:12]([NH2:14])[C:11]([NH2:15])=[CH:10][CH:9]=2)[CH2:6][CH2:7]1, predict the reactants needed to synthesize it. (3) Given the product [Si:1]([O:8][CH2:9][C@H:10]1[NH:11][C@H:12]([C:20]([NH:25][CH3:24])=[O:21])[C@H:13]2[O:14][C:15]([CH3:23])([CH3:22])[O:16][C@H:17]2[C@@H:18]1[OH:19])([C:4]([CH3:7])([CH3:6])[CH3:5])([CH3:3])[CH3:2], predict the reactants needed to synthesize it. The reactants are: [Si:1]([O:8][CH2:9][CH:10]1[CH:18]2[O:19][C:20](=[O:21])[CH:12]([CH:13]3[CH:17]2[O:16][C:15]([CH3:23])([CH3:22])[O:14]3)[NH:11]1)([C:4]([CH3:7])([CH3:6])[CH3:5])([CH3:3])[CH3:2].[CH3:24][NH2:25]. (4) The reactants are: [N:1]1([C:7](=[O:23])[CH2:8][CH:9]([CH2:13][CH:14]2[CH2:16][CH:15]2[C:17]2[CH:22]=[CH:21][CH:20]=[CH:19][CH:18]=2)[C:10](O)=[O:11])[CH2:6][CH2:5][O:4][CH2:3][CH2:2]1.[NH2:24][CH:25]([CH2:33][CH2:34][C:35]1[CH:40]=[CH:39][CH:38]=[CH:37][CH:36]=1)[C@@H:26]([C:28]1[O:29][CH:30]=[CH:31][N:32]=1)[OH:27]. Given the product [N:1]1([C:7](=[O:23])[CH2:8][CH:9]([CH2:13][CH:14]2[CH2:16][CH:15]2[C:17]2[CH:22]=[CH:21][CH:20]=[CH:19][CH:18]=2)[C:10]([NH:24][CH:25]([C:26]([C:28]2[O:29][CH:30]=[CH:31][N:32]=2)=[O:27])[CH2:33][CH2:34][C:35]2[CH:40]=[CH:39][CH:38]=[CH:37][CH:36]=2)=[O:11])[CH2:6][CH2:5][O:4][CH2:3][CH2:2]1, predict the reactants needed to synthesize it. (5) Given the product [CH3:9][O:8][C:6]([C:4]1[N:3]([CH:30]2[C:39]3[C:34](=[CH:35][CH:36]=[CH:37][CH:38]=3)[N:33]([C:40](=[O:41])[C:42]3[CH:47]=[CH:46][CH:45]=[CH:44][CH:43]=3)[CH2:32][C:31]2([CH3:49])[CH3:48])[CH:2]=[N:1][CH:5]=1)=[O:7], predict the reactants needed to synthesize it. The reactants are: [NH:1]1[CH:5]=[C:4]([C:6]([O:8][CH3:9])=[O:7])[N:3]=[CH:2]1.C1(P(C2C=CC=CC=2)C2C=CC=CC=2)C=CC=CC=1.O[CH:30]1[C:39]2[C:34](=[CH:35][CH:36]=[CH:37][CH:38]=2)[N:33]([C:40]([C:42]2[CH:47]=[CH:46][CH:45]=[CH:44][CH:43]=2)=[O:41])[CH2:32][C:31]1([CH3:49])[CH3:48].CC(OC(/N=N/C(OC(C)C)=O)=O)C.